From a dataset of Forward reaction prediction with 1.9M reactions from USPTO patents (1976-2016). Predict the product of the given reaction. (1) The product is: [CH2:12]([NH:6][C:5]1[CH:7]=[CH:8][C:9]([O:10][CH3:11])=[C:3]([O:2][CH3:1])[CH:4]=1)[CH2:13][CH2:14][CH3:15]. Given the reactants [CH3:1][O:2][C:3]1[CH:4]=[C:5]([CH:7]=[CH:8][C:9]=1[O:10][CH3:11])[NH2:6].[CH:12](=O)[CH2:13][CH2:14][CH3:15], predict the reaction product. (2) Given the reactants [Cl:1][C:2]1[C:3]([N:21]2[CH2:26][CH2:25][CH:24]([C:27]([OH:29])=O)[CH2:23][CH2:22]2)=[N:4][C:5]([CH2:14][N:15]2[CH2:19][CH2:18][CH2:17][C:16]2=[O:20])=[C:6]([C:8](=[O:13])[CH2:9][CH2:10][CH2:11][CH3:12])[CH:7]=1.[CH:30]1([CH2:35][S:36]([NH2:39])(=[O:38])=[O:37])[CH2:34][CH2:33][CH2:32][CH2:31]1, predict the reaction product. The product is: [Cl:1][C:2]1[C:3]([N:21]2[CH2:26][CH2:25][CH:24]([C:27]([NH:39][S:36]([CH2:35][CH:30]3[CH2:34][CH2:33][CH2:32][CH2:31]3)(=[O:38])=[O:37])=[O:29])[CH2:23][CH2:22]2)=[N:4][C:5]([CH2:14][N:15]2[CH2:19][CH2:18][CH2:17][C:16]2=[O:20])=[C:6]([C:8](=[O:13])[CH2:9][CH2:10][CH2:11][CH3:12])[CH:7]=1. (3) The product is: [CH3:1][O:2][C:3]1[CH:8]=[CH:7][CH:6]=[CH:5][C:4]=1[CH2:9][O:10][CH2:11][CH2:12][CH2:13][OH:14]. Given the reactants [CH3:1][O:2][C:3]1[CH:8]=[CH:7][CH:6]=[CH:5][C:4]=1[CH:9]1[O:14][CH2:13][CH2:12][CH2:11][O:10]1.[H-].C([Al+]CC(C)C)C(C)C.C(OCC)(=O)C, predict the reaction product. (4) Given the reactants CI.CBr.CCl.[C:7]1([CH3:18])[CH:12]=[CH:11][C:10]([S:13]([O:16]C)(=[O:15])=[O:14])=[CH:9][CH:8]=1.CN(C)C(N(C)C)=O, predict the reaction product. The product is: [C:7]1([CH3:18])[CH:8]=[CH:9][C:10]([S:13]([OH:16])(=[O:14])=[O:15])=[CH:11][CH:12]=1. (5) Given the reactants [NH2:1][C:2]1[N:6]([CH3:7])[C:5](=[O:8])[C:4]([C:18]2[CH:23]=[CH:22][CH:21]=[C:20]([Br:24])[CH:19]=2)([C:9]2[CH:13]=[C:12]([C:14](=[O:17])[CH2:15][CH3:16])[NH:11][CH:10]=2)[N:3]=1.C([O-])([O-])=O.[Cs+].[Cs+].I[CH2:32][CH2:33][CH3:34], predict the reaction product. The product is: [NH2:1][C:2]1[N:6]([CH3:7])[C:5](=[O:8])[C:4]([C:18]2[CH:23]=[CH:22][CH:21]=[C:20]([Br:24])[CH:19]=2)([C:9]2[CH:13]=[C:12]([C:14](=[O:17])[CH2:15][CH3:16])[N:11]([CH2:32][CH2:33][CH3:34])[CH:10]=2)[N:3]=1. (6) Given the reactants [Cl:1][C:2]1[N:7]=[C:6](Cl)[CH:5]=[CH:4][N:3]=1.[C:9]([C:11]1[CH:16]=[CH:15][C:14]([F:17])=[CH:13][C:12]=1[CH2:18][C:19]#[N:20])#[CH:10], predict the reaction product. The product is: [Cl:1][C:2]1[N:7]=[C:6]([C:10]#[C:9][C:11]2[CH:16]=[CH:15][C:14]([F:17])=[CH:13][C:12]=2[CH2:18][C:19]#[N:20])[CH:5]=[CH:4][N:3]=1. (7) Given the reactants [C:1]([C:3]1[C:4]2[N:5]([C:9]([C:14]3[CH:15]=[C:16]([OH:20])[CH:17]=[CH:18][CH:19]=3)=[C:10]([CH2:12][CH3:13])[N:11]=2)[CH:6]=[CH:7][CH:8]=1)#[N:2].Br[C:22]1[CH:23]=[C:24]([S:28]([N:31]([CH2:41][C:42]2[CH:47]=[CH:46][C:45]([O:48][CH3:49])=[CH:44][CH:43]=2)[CH2:32][C:33]2[CH:38]=[CH:37][C:36]([O:39][CH3:40])=[CH:35][CH:34]=2)(=[O:30])=[O:29])[CH:25]=[CH:26][CH:27]=1, predict the reaction product. The product is: [C:1]([C:3]1[C:4]2[N:5]([C:9]([C:14]3[CH:15]=[C:16]([CH:17]=[CH:18][CH:19]=3)[O:20][C:22]3[CH:23]=[C:24]([S:28]([N:31]([CH2:41][C:42]4[CH:47]=[CH:46][C:45]([O:48][CH3:49])=[CH:44][CH:43]=4)[CH2:32][C:33]4[CH:38]=[CH:37][C:36]([O:39][CH3:40])=[CH:35][CH:34]=4)(=[O:30])=[O:29])[CH:25]=[CH:26][CH:27]=3)=[C:10]([CH2:12][CH3:13])[N:11]=2)[CH:6]=[CH:7][CH:8]=1)#[N:2]. (8) Given the reactants Cl[C:2](Cl)([O:4]C(=O)OC(Cl)(Cl)Cl)Cl.[C:13]([NH2:17])([CH3:16])([CH3:15])[CH3:14].C(N(CC)CC)C.FC(F)(F)C(O)=O.[Cl:32][C:33]1[CH:34]=[C:35]([S:39]([N:42]2[CH2:58][CH2:57][C:45]3([N:49]=[C:48]([CH:50]4[CH2:55][CH2:54][CH2:53][NH:52][CH2:51]4)[NH:47][C:46]3=[O:56])[CH2:44][CH2:43]2)(=[O:41])=[O:40])[CH:36]=[CH:37][CH:38]=1, predict the reaction product. The product is: [C:13]([NH:17][C:2]([N:52]1[CH2:53][CH2:54][CH2:55][CH:50]([C:48]2[NH:47][C:46](=[O:56])[C:45]3([CH2:57][CH2:58][N:42]([S:39]([C:35]4[CH:36]=[CH:37][CH:38]=[C:33]([Cl:32])[CH:34]=4)(=[O:41])=[O:40])[CH2:43][CH2:44]3)[N:49]=2)[CH2:51]1)=[O:4])([CH3:16])([CH3:15])[CH3:14]. (9) Given the reactants [N+]([N:4]1[CH:12]=[C:11]2[C:6]([CH:7]=[CH:8][C:9]([N+:13]([O-:15])=[O:14])=[CH:10]2)=[N:5]1)([O-])=O.[CH3:16][N:17]1[CH2:22][CH2:21][NH:20][CH2:19][CH2:18]1, predict the reaction product. The product is: [CH3:16][N:17]1[CH2:22][CH2:21][N:20]([C:12]2[C:11]3[C:6](=[CH:7][CH:8]=[C:9]([N+:13]([O-:15])=[O:14])[CH:10]=3)[NH:5][N:4]=2)[CH2:19][CH2:18]1.